The task is: Predict the reactants needed to synthesize the given product.. This data is from Full USPTO retrosynthesis dataset with 1.9M reactions from patents (1976-2016). Given the product [NH2:29][C:25]1[N:26]=[C:27]([NH:1][C:2]2[CH:20]=[CH:19][C:5]([O:6][C:7]3[CH:12]=[CH:11][N:10]=[C:9]4[NH:13][CH:14]=[C:15]([CH2:16][CH2:17][OH:18])[C:8]=34)=[C:4]([F:21])[CH:3]=2)[CH:28]=[CH:23][N:24]=1, predict the reactants needed to synthesize it. The reactants are: [NH2:1][C:2]1[CH:20]=[CH:19][C:5]([O:6][C:7]2[CH:12]=[CH:11][N:10]=[C:9]3[NH:13][CH:14]=[C:15]([CH2:16][CH2:17][OH:18])[C:8]=23)=[C:4]([F:21])[CH:3]=1.Cl[C:23]1[CH:28]=[CH:27][N:26]=[C:25]([NH2:29])[N:24]=1.Cl.[OH-].[Na+].